This data is from Reaction yield outcomes from USPTO patents with 853,638 reactions. The task is: Predict the reaction yield, written as a fraction of the theoretical maximum amount of product (1.0 means a 100% yield; for example, 0.34 means a 34% yield). (1) The reactants are Br[C:2]1[CH:20]=[CH:19][C:5]2[N:6]([C:12]3[CH:17]=[CH:16][C:15]([F:18])=[CH:14][CH:13]=3)[CH2:7][CH2:8][N:9]([CH3:11])[CH2:10][C:4]=2[CH:3]=1.B1(B2OC(C)(C)C(C)(C)O2)OC(C)(C)C(C)(C)O1.C([O-])(=O)C.[K+].C(=O)([O-])[O-].[Cs+].[Cs+].Cl[C:51]1[N:52]=[N:53][C:54]([C:57]([F:60])([F:59])[F:58])=[CH:55][CH:56]=1. The catalyst is CN(C=O)C.C1C=CC([PH+]([C]2[CH][CH][CH][CH]2)C2C=CC=CC=2)=CC=1.C1C=CC([PH+]([C]2[CH][CH][CH][CH]2)C2C=CC=CC=2)=CC=1.C(Cl)Cl.Cl[Pd]Cl.[Fe].O. The product is [F:18][C:15]1[CH:16]=[CH:17][C:12]([N:6]2[C:5]3[CH:19]=[CH:20][C:2]([C:51]4[N:52]=[N:53][C:54]([C:57]([F:60])([F:59])[F:58])=[CH:55][CH:56]=4)=[CH:3][C:4]=3[CH2:10][N:9]([CH3:11])[CH2:8][CH2:7]2)=[CH:13][CH:14]=1. The yield is 0.790. (2) The reactants are Br[C:2]1[CH:7]=[CH:6][CH:5]=[CH:4][CH:3]=1.[Mg].II.[CH:11]([C:13]1[C:21]2[O:20][CH2:19][CH:18]([C:22]3[CH:27]=[CH:26][C:25]([CH:28]([CH3:30])[CH3:29])=[CH:24][CH:23]=3)[C:17]=2[C:16]([CH3:31])=[C:15]([NH:32][C:33](=[O:39])[CH2:34][C:35]([CH3:38])([CH3:37])[CH3:36])[C:14]=1[CH3:40])=[O:12]. The catalyst is C1COCC1. The product is [OH:12][CH:11]([C:2]1[CH:7]=[CH:6][CH:5]=[CH:4][CH:3]=1)[C:13]1[C:21]2[O:20][CH2:19][CH:18]([C:22]3[CH:27]=[CH:26][C:25]([CH:28]([CH3:30])[CH3:29])=[CH:24][CH:23]=3)[C:17]=2[C:16]([CH3:31])=[C:15]([NH:32][C:33](=[O:39])[CH2:34][C:35]([CH3:38])([CH3:37])[CH3:36])[C:14]=1[CH3:40]. The yield is 0.990. (3) The yield is 0.290. The reactants are [Br:1][C:2]1[CH:25]=[CH:24][C:5]([CH2:6][CH2:7][C:8]2[S:9][C:10]3[N:11]=[C:12]([NH2:23])[N:13]=[C:14]([N:17]4[CH2:22][CH2:21][NH:20][CH2:19][CH2:18]4)[C:15]=3[N:16]=2)=[CH:4][CH:3]=1.[Cl:26][C:27]1[CH:37]=[CH:36][C:30]([O:31][CH2:32][C:33](O)=[O:34])=[CH:29][CH:28]=1. The product is [NH2:23][C:12]1[N:13]=[C:14]([N:17]2[CH2:18][CH2:19][N:20]([C:33](=[O:34])[CH2:32][O:31][C:30]3[CH:36]=[CH:37][C:27]([Cl:26])=[CH:28][CH:29]=3)[CH2:21][CH2:22]2)[C:15]2[N:16]=[C:8]([CH2:7][CH2:6][C:5]3[CH:24]=[CH:25][C:2]([Br:1])=[CH:3][CH:4]=3)[S:9][C:10]=2[N:11]=1. No catalyst specified. (4) The reactants are [H-].[Na+].[OH:3][C:4]1([C:7]([O:9][CH3:10])=[O:8])[CH2:6][CH2:5]1.[Br:11][C:12]1[CH:17]=[C:16]([S:18]([CH3:21])(=[O:20])=[O:19])[CH:15]=[C:14]([N+:22]([O-:24])=[O:23])[C:13]=1F. The catalyst is CN(C)C=O. The product is [Br:11][C:12]1[CH:17]=[C:16]([S:18]([CH3:21])(=[O:19])=[O:20])[CH:15]=[C:14]([N+:22]([O-:24])=[O:23])[C:13]=1[O:3][C:4]1([C:7]([O:9][CH3:10])=[O:8])[CH2:6][CH2:5]1. The yield is 0.670. (5) The reactants are [CH2:1]([O:3][C:4]([C@H:6]1[CH2:11][CH2:10][CH2:9][NH:8][C@H:7]1[C:12]1[CH:17]=[CH:16][C:15]([NH:18][C:19]([O:21][C:22]([CH3:25])([CH3:24])[CH3:23])=[O:20])=[CH:14][CH:13]=1)=[O:5])[CH3:2].CCN(CC)CC.[CH3:33][C:34]1[CH:42]=[CH:41][CH:40]=[CH:39][C:35]=1[C:36](Cl)=[O:37]. The catalyst is C(Cl)Cl. The product is [CH2:1]([O:3][C:4]([C@H:6]1[CH2:11][CH2:10][CH2:9][N:8]([C:36](=[O:37])[C:35]2[CH:39]=[CH:40][CH:41]=[CH:42][C:34]=2[CH3:33])[C@H:7]1[C:12]1[CH:13]=[CH:14][C:15]([NH:18][C:19]([O:21][C:22]([CH3:24])([CH3:23])[CH3:25])=[O:20])=[CH:16][CH:17]=1)=[O:5])[CH3:2]. The yield is 1.00.